This data is from Reaction yield outcomes from USPTO patents with 853,638 reactions. The task is: Predict the reaction yield, written as a fraction of the theoretical maximum amount of product (1.0 means a 100% yield; for example, 0.34 means a 34% yield). The reactants are [F:1][C:2]1[CH:3]=[C:4]([OH:9])[CH:5]=[CH:6][C:7]=1[F:8].C(=O)([O-])[O-].[K+].[K+].I[CH2:17][CH2:18][CH3:19]. The catalyst is CN(C)C=O. The product is [F:8][C:7]1[CH:6]=[CH:5][C:4]([O:9][CH2:17][CH2:18][CH3:19])=[CH:3][C:2]=1[F:1]. The yield is 1.00.